From a dataset of Full USPTO retrosynthesis dataset with 1.9M reactions from patents (1976-2016). Predict the reactants needed to synthesize the given product. (1) Given the product [CH3:1][O:2][C:3](=[O:25])[C:4]1[CH:9]=[CH:8][CH:7]=[C:6]([N:10]2[C:11]3[N:12]=[C:13]([Cl:24])[N:14]=[C:15]([N:18]4[CH2:23][CH2:22][O:21][CH2:20][CH2:19]4)[C:16]=3[N:17]=[N:26]2)[CH:5]=1, predict the reactants needed to synthesize it. The reactants are: [CH3:1][O:2][C:3](=[O:25])[C:4]1[CH:9]=[CH:8][CH:7]=[C:6]([NH:10][C:11]2[C:16]([NH2:17])=[C:15]([N:18]3[CH2:23][CH2:22][O:21][CH2:20][CH2:19]3)[N:14]=[C:13]([Cl:24])[N:12]=2)[CH:5]=1.[N:26]([O-])=O.[Na+]. (2) Given the product [CH3:1][O:2][C:3]1[C:4]([O:28][CH2:29][CH2:30][CH2:31][O:32][CH3:33])=[CH:5][C:6]2[CH2:15][CH:14]([CH2:16][C:17]([F:20])([F:19])[F:18])[N:13]3[C:8](=[CH:9][C:10](=[O:26])[C:11]([C:21]([OH:23])=[O:22])=[CH:12]3)[C:7]=2[CH:27]=1, predict the reactants needed to synthesize it. The reactants are: [CH3:1][O:2][C:3]1[C:4]([O:28][CH2:29][CH2:30][CH2:31][O:32][CH3:33])=[CH:5][C:6]2[CH2:15][CH:14]([CH2:16][C:17]([F:20])([F:19])[F:18])[N:13]3[C:8](=[CH:9][C:10](=[O:26])[C:11]([C:21]([O:23]CC)=[O:22])=[CH:12]3)[C:7]=2[CH:27]=1.O[Li].O.Cl. (3) Given the product [C:1]([C:3]1[CH:4]=[C:5]([S:26]([NH:29][C:30]2[S:34][N:33]=[CH:32][N:31]=2)(=[O:27])=[O:28])[CH:6]=[CH:7][C:8]=1[CH2:9][C:10]1[CH:15]=[CH:14][C:13]([C:16]([F:18])([F:17])[F:19])=[CH:12][C:11]=1[C:20]1[CH:25]=[CH:24][N:23]=[N:22][CH:21]=1)#[N:2], predict the reactants needed to synthesize it. The reactants are: [C:1]([C:3]1[CH:4]=[C:5]([S:26]([N:29](CC2C=CC(OC)=CC=2OC)[C:30]2[S:34][N:33]=[CH:32][N:31]=2)(=[O:28])=[O:27])[CH:6]=[CH:7][C:8]=1[CH2:9][C:10]1[CH:15]=[CH:14][C:13]([C:16]([F:19])([F:18])[F:17])=[CH:12][C:11]=1[C:20]1[CH:25]=[CH:24][N:23]=[N:22][CH:21]=1)#[N:2].FC(F)(F)C(O)=O. (4) Given the product [OH:26][C:27]1[CH:28]=[CH:29][C:30]2[C:34]([C:35]([O:3][CH3:1])=[O:36])=[C:33]([CH3:38])[S:32][C:31]=2[CH:39]=1, predict the reactants needed to synthesize it. The reactants are: [C:1](OC1C=CC2C=C(C)SC=2C=1)(=[O:3])C.C(Cl)(=O)C(Cl)=O.[Al+3].[Cl-].[Cl-].[Cl-].C[O:26][C:27]1[CH:28]=[CH:29][C:30]2[C:34]([C:35](Cl)=[O:36])=[C:33]([CH3:38])[S:32][C:31]=2[CH:39]=1.C([O-])([O-])=O.[K+].[K+]. (5) Given the product [F:24][C:7]1[CH:6]=[CH:5][C:4]2[N:3]=[C:2]([NH:25][C:26]3[CH:36]=[CH:35][C:29]4[O:30][CH2:31][C:32](=[O:34])[NH:33][C:28]=4[CH:27]=3)[C:11]3[NH:12][N:13]=[CH:14][C:10]=3[C:9]=2[CH:8]=1, predict the reactants needed to synthesize it. The reactants are: Cl[C:2]1[C:11]2=[N:12][N:13](CC3C=CC(OC)=CC=3)[CH:14]=[C:10]2[C:9]2[CH:8]=[C:7]([F:24])[CH:6]=[CH:5][C:4]=2[N:3]=1.[NH2:25][C:26]1[CH:36]=[CH:35][C:29]2[O:30][CH2:31][C:32](=[O:34])[NH:33][C:28]=2[CH:27]=1.Cl.